From a dataset of Full USPTO retrosynthesis dataset with 1.9M reactions from patents (1976-2016). Predict the reactants needed to synthesize the given product. (1) Given the product [C:10]1([C:9](=[N:8][CH2:1][C:2]2[CH:3]=[CH:4][CH:5]=[CH:6][CH:7]=2)[Cl:18])[CH:11]=[CH:12][CH:13]=[CH:14][CH:15]=1, predict the reactants needed to synthesize it. The reactants are: [CH2:1]([NH:8][C:9](=O)[C:10]1[CH:15]=[CH:14][CH:13]=[CH:12][CH:11]=1)[C:2]1[CH:7]=[CH:6][CH:5]=[CH:4][CH:3]=1.C(Cl)[Cl:18]. (2) Given the product [F:2][C:3]([F:13])([F:12])[C:4]1[CH:11]=[CH:10][CH:9]=[CH:8][C:5]=1[CH2:6][C:15]1[CH:16]=[C:17]([CH:22]=[CH:23][N:24]=1)[C:18]([O:20][CH3:21])=[O:19], predict the reactants needed to synthesize it. The reactants are: [Br-].[F:2][C:3]([F:13])([F:12])[C:4]1[CH:11]=[CH:10][CH:9]=[CH:8][C:5]=1[CH2:6][Zn+].Cl[C:15]1[CH:16]=[C:17]([CH:22]=[CH:23][N:24]=1)[C:18]([O:20][CH3:21])=[O:19]. (3) Given the product [NH2:19][C:15]1[CH:14]=[C:13]([N:4]2[CH2:8][CH2:7][C@:6]([CH:23]3[CH2:22][CH2:26]3)([C:9]#[N:10])[C:5]2=[O:11])[CH:18]=[CH:17][N:16]=1, predict the reactants needed to synthesize it. The reactants are: C1([N:4]2[CH2:8][CH2:7][C@@H:6]([C:9]#[N:10])[C:5]2=[O:11])CC1.I[C:13]1[CH:18]=[CH:17][N:16]=[C:15]([NH2:19])[CH:14]=1.CN[CH2:22][CH2:23]NC.[C:26](=O)([O-])[O-].[K+].[K+]. (4) Given the product [CH:9]([O:8][C:5]1[CH:6]=[CH:7][C:2]([N:1]([C:19]([C:18]2[CH:17]=[C:16]([S:13]([Cl:12])(=[O:15])=[O:14])[CH:24]=[CH:23][CH:22]=2)=[O:20])[C:19]([C:18]2[CH:17]=[C:16]([S:13]([Cl:12])(=[O:15])=[O:14])[CH:24]=[CH:23][CH:22]=2)=[O:20])=[N:3][CH:4]=1)([CH3:11])[CH3:10], predict the reactants needed to synthesize it. The reactants are: [NH2:1][C:2]1[CH:7]=[CH:6][C:5]([O:8][CH:9]([CH3:11])[CH3:10])=[CH:4][N:3]=1.[Cl:12][S:13]([C:16]1[CH:17]=[C:18]([CH:22]=[CH:23][CH:24]=1)[C:19](Cl)=[O:20])(=[O:15])=[O:14].